From a dataset of Full USPTO retrosynthesis dataset with 1.9M reactions from patents (1976-2016). Predict the reactants needed to synthesize the given product. (1) Given the product [C:17]([O:21][C:22](=[O:33])[NH:23][C@H:24]1[CH2:25][CH2:26][C@H:27]([CH2:30][CH2:31][N:14]2[CH2:15][CH2:16][CH:11]([C:9](=[O:10])[C:3]3[CH:4]=[CH:5][C:6]([Cl:8])=[CH:7][C:2]=3[Cl:1])[CH2:12][CH2:13]2)[CH2:28][CH2:29]1)([CH3:20])([CH3:19])[CH3:18], predict the reactants needed to synthesize it. The reactants are: [Cl:1][C:2]1[CH:7]=[C:6]([Cl:8])[CH:5]=[CH:4][C:3]=1[C:9]([CH:11]1[CH2:16][CH2:15][NH:14][CH2:13][CH2:12]1)=[O:10].[C:17]([O:21][C:22](=[O:33])[NH:23][C@H:24]1[CH2:29][CH2:28][C@H:27]([CH2:30][CH:31]=O)[CH2:26][CH2:25]1)([CH3:20])([CH3:19])[CH3:18]. (2) Given the product [N:23]1([CH2:21][C@@H:9]2[NH:8][CH2:13][CH2:12][N:11]([C:14]([O:16][C:17]([CH3:18])([CH3:19])[CH3:20])=[O:15])[CH2:10]2)[CH:27]=[CH:26][N:25]=[CH:24]1, predict the reactants needed to synthesize it. The reactants are: C([N:8]1[CH2:13][CH2:12][N:11]([C:14]([O:16][C:17]([CH3:20])([CH3:19])[CH3:18])=[O:15])[CH2:10][C@H:9]1[CH2:21]Br)C1C=CC=CC=1.[NH:23]1[CH:27]=[CH:26][N:25]=[CH:24]1.[H-].[Na+].C(=O)([O-])O.[Na+]. (3) Given the product [F:1][C:2]1[CH:3]=[CH:4][C:5]([C:8]2[O:9][C:10]3[CH:21]=[C:20]([N+:22]([O-:24])=[O:23])[C:19]([C:25]4[CH:30]=[C:29]([C:31](=[O:42])[NH:32][C:33]5([C:36]6[CH:37]=[CH:38][CH:39]=[CH:40][CH:41]=6)[CH2:34][CH2:35]5)[CH:28]=[CH:27][C:26]=4[CH3:43])=[CH:18][C:11]=3[C:12]=2[C:13]([OH:15])=[O:14])=[CH:6][CH:7]=1, predict the reactants needed to synthesize it. The reactants are: [F:1][C:2]1[CH:7]=[CH:6][C:5]([C:8]2[O:9][C:10]3[CH:21]=[C:20]([N+:22]([O-:24])=[O:23])[C:19]([C:25]4[CH:30]=[C:29]([C:31](=[O:42])[NH:32][C:33]5([C:36]6[CH:41]=[CH:40][CH:39]=[CH:38][CH:37]=6)[CH2:35][CH2:34]5)[CH:28]=[CH:27][C:26]=4[CH3:43])=[CH:18][C:11]=3[C:12]=2[C:13]([O:15]CC)=[O:14])=[CH:4][CH:3]=1. (4) Given the product [Br:17][C:6]1[C:5]([O:4][CH2:3][O:2][CH3:1])=[CH:10][C:9]([O:11][CH2:12][O:13][CH3:14])=[CH:8][C:7]=1[CH2:15][OH:16], predict the reactants needed to synthesize it. The reactants are: [CH3:1][O:2][CH2:3][O:4][C:5]1[CH:6]=[C:7]([CH2:15][OH:16])[CH:8]=[C:9]([O:11][CH2:12][O:13][CH3:14])[CH:10]=1.[Br:17]N1C(=O)CCC1=O.O. (5) Given the product [CH:21]1([C:19]([N:16]2[CH2:17][CH2:18][C@@H:14]([CH2:13][N:12]3[C:11]4[CH:24]=[CH:25][C:26]([C:28]([F:31])([F:30])[F:29])=[CH:27][C:10]=4[N:9]=[C:8]3[C:5]3[CH:6]=[CH:7][C:2]([C:56]4[CH:64]=[CH:63][C:59]5[N:60]=[CH:61][S:62][C:58]=5[CH:57]=4)=[CH:3][CH:4]=3)[CH2:15]2)=[O:20])[CH2:23][CH2:22]1, predict the reactants needed to synthesize it. The reactants are: Br[C:2]1[CH:7]=[CH:6][C:5]([C:8]2[N:12]([CH2:13][C@@H:14]3[CH2:18][CH2:17][N:16]([C:19]([CH:21]4[CH2:23][CH2:22]4)=[O:20])[CH2:15]3)[C:11]3[CH:24]=[CH:25][C:26]([C:28]([F:31])([F:30])[F:29])=[CH:27][C:10]=3[N:9]=2)=[CH:4][CH:3]=1.C([O-])(=O)C.[K+].CC1(C)C(C)(C)OB(B2OC(C)(C)C(C)(C)O2)O1.Br[C:56]1[CH:64]=[CH:63][C:59]2[N:60]=[CH:61][S:62][C:58]=2[CH:57]=1.C(=O)([O-])[O-].[K+].[K+]. (6) Given the product [CH2:12]([O:11][C:9](=[O:10])[CH:8]([C:5]1[CH:4]=[CH:3][C:2]([Br:1])=[CH:7][CH:6]=1)[CH3:16])[CH3:13], predict the reactants needed to synthesize it. The reactants are: [Br:1][C:2]1[CH:7]=[CH:6][C:5]([CH2:8][C:9]([O:11][CH2:12][CH3:13])=[O:10])=[CH:4][CH:3]=1.[H-].[Na+].[CH3:16]I.[NH4+].[Cl-]. (7) Given the product [Br:1][C:2]1[C:10]2[C:9]3[CH2:11][N:38]([CH2:37][C:36]([F:40])([F:39])[F:35])[C:15](=[O:17])[C@H:14]([CH2:19][C:20]([O:22][CH3:23])=[O:21])[CH2:13][C:8]=3[CH:7]=[C:6]([Br:24])[C:5]=2[NH:4][N:3]=1, predict the reactants needed to synthesize it. The reactants are: [Br:1][C:2]1[C:10]2[C:5](=[C:6]([Br:24])[CH:7]=[C:8]([CH2:13][C@@H:14]([CH2:19][C:20]([O:22][CH3:23])=[O:21])[C:15]([O:17]C)=O)[C:9]=2[CH2:11]O)[NH:4][N:3]=1.S(Cl)(Cl)=O.C(=O)([O-])[O-].[K+].[K+].[F:35][C:36]([F:40])([F:39])[CH2:37][NH2:38].C(O)(=O)C. (8) Given the product [CH:1]1([C:4]2[C:13]3[C:8](=[CH:9][CH:10]=[CH:11][CH:12]=3)[CH:7]=[N+:6]([O-:22])[CH:5]=2)[CH2:3][CH2:2]1, predict the reactants needed to synthesize it. The reactants are: [CH:1]1([C:4]2[C:13]3[C:8](=[CH:9][CH:10]=[CH:11][CH:12]=3)[CH:7]=[N:6][CH:5]=2)[CH2:3][CH2:2]1.C1C=C(Cl)C=C(C(OO)=[O:22])C=1. (9) Given the product [O:1]1[CH2:2][CH2:3][CH2:4][CH2:5][CH:6]1[C:7]1[CH:12]=[CH:11][N:10]=[CH:9][C:8]=1[NH2:13], predict the reactants needed to synthesize it. The reactants are: [O:1]1[C:6]([C:7]2[CH:12]=[CH:11][N:10]=[CH:9][C:8]=2[NH2:13])=[CH:5][CH2:4][CH2:3][CH2:2]1. (10) Given the product [CH3:15][C:7]1[CH:8]=[C:9]([CH:13]=[CH:14][C:6]=1[S:1]([CH3:21])(=[O:2])=[O:19])[C:10]([OH:12])=[O:11], predict the reactants needed to synthesize it. The reactants are: [S:1](Cl)(Cl)=[O:2].F[C:6]1[CH:14]=[CH:13][C:9]([C:10]([OH:12])=[O:11])=[CH:8][C:7]=1[CH3:15].C[S-].[Na+].[OH-:19].[Li+].[CH3:21]O.